This data is from Catalyst prediction with 721,799 reactions and 888 catalyst types from USPTO. The task is: Predict which catalyst facilitates the given reaction. (1) Reactant: [F:1][C:2]1[CH:18]=[CH:17][C:5]([CH2:6][O:7][CH2:8][C:9]2[O:13][N:12]=[C:11]([C:14]([OH:16])=O)[CH:10]=2)=[CH:4][CH:3]=1.C(N(CC)CC)C.Cl.C(N=C=NCCCN(C)C)C.ON1C2C=CC=CC=2N=N1.[O:48]1[CH2:53][CH2:52][CH:51]([CH2:54][NH2:55])[CH2:50][CH2:49]1. Product: [O:48]1[CH2:53][CH2:52][CH:51]([CH2:54][NH:55][C:14]([C:11]2[CH:10]=[C:9]([CH2:8][O:7][CH2:6][C:5]3[CH:4]=[CH:3][C:2]([F:1])=[CH:18][CH:17]=3)[O:13][N:12]=2)=[O:16])[CH2:50][CH2:49]1. The catalyst class is: 408. (2) Reactant: Br[CH2:2][CH2:3][O:4][C:5]1[C:10]([CH3:11])=[CH:9][C:8]([C:12]2[NH:21][C:20](=[O:22])[C:19]3[C:14](=[CH:15][C:16]([O:27][CH:28]([CH3:30])[CH3:29])=[CH:17][C:18]=3[O:23][CH:24]([CH3:26])[CH3:25])[N:13]=2)=[CH:7][C:6]=1[CH3:31].[NH:32]1[CH2:36][CH2:35][CH2:34][CH2:33]1.O. Product: [CH3:31][C:6]1[CH:7]=[C:8]([C:12]2[NH:21][C:20](=[O:22])[C:19]3[C:14](=[CH:15][C:16]([O:27][CH:28]([CH3:30])[CH3:29])=[CH:17][C:18]=3[O:23][CH:24]([CH3:26])[CH3:25])[N:13]=2)[CH:9]=[C:10]([CH3:11])[C:5]=1[O:4][CH2:3][CH2:2][N:32]1[CH2:36][CH2:35][CH2:34][CH2:33]1. The catalyst class is: 3. (3) Reactant: C(N(CC)CC)C.C1(C)C=CC=CC=1.[OH:15][C@@H:16]([CH2:21][C:22]1[CH:27]=[CH:26][CH:25]=[CH:24][CH:23]=1)[C:17]([O:19][CH3:20])=[O:18].[Cl:28][C:29]1[CH:34]=[CH:33][C:32]([S:35](Cl)(=[O:37])=[O:36])=[CH:31][CH:30]=1. Product: [Cl:28][C:29]1[CH:34]=[CH:33][C:32]([S:35]([O:15][C@@H:16]([CH2:21][C:22]2[CH:27]=[CH:26][CH:25]=[CH:24][CH:23]=2)[C:17]([O:19][CH3:20])=[O:18])(=[O:37])=[O:36])=[CH:31][CH:30]=1. The catalyst class is: 6. (4) Reactant: [Br:1][C:2]1[CH:3]=[C:4]([CH:8]=[CH:9][C:10](=O)[C:11]([F:17])([F:16])[C:12]([F:15])([F:14])[F:13])[CH:5]=[CH:6][CH:7]=1.Cl.[F:20][C:21]1[CH:26]=[C:25]([F:27])[CH:24]=[CH:23][C:22]=1[NH:28][NH2:29].Cl. Product: [Br:1][C:2]1[CH:3]=[C:4]([CH:8]2[N:28]([C:22]3[CH:23]=[CH:24][C:25]([F:27])=[CH:26][C:21]=3[F:20])[N:29]=[C:10]([C:11]([F:17])([F:16])[C:12]([F:15])([F:14])[F:13])[CH2:9]2)[CH:5]=[CH:6][CH:7]=1. The catalyst class is: 8. (5) Reactant: [F:1][C:2]12[C:14]3[C:13]([C:15]([F:18])([F:17])[F:16])=[N:12][N:11]([CH2:19][C:20]4[CH:25]=[CH:24][C:23]([O:26][CH3:27])=[CH:22][CH:21]=4)[C:10]=3[C:5]3(SCCS3)[CH:3]1[CH2:4]2. Product: [F:1][C:2]12[CH2:4][CH:3]1[CH2:5][C:10]1[N:11]([CH2:19][C:20]3[CH:25]=[CH:24][C:23]([O:26][CH3:27])=[CH:22][CH:21]=3)[N:12]=[C:13]([C:15]([F:17])([F:18])[F:16])[C:14]=12. The catalyst class is: 171. (6) Reactant: C([O:3][C:4]([C:6]1[N:7]([CH3:17])[C:8]2[C:13]([CH:14]=1)=[CH:12][CH:11]=[C:10]([C:15]#[N:16])[CH:9]=2)=[O:5])C.Cl. Product: [C:15]([C:10]1[CH:9]=[C:8]2[C:13]([CH:14]=[C:6]([C:4]([OH:5])=[O:3])[N:7]2[CH3:17])=[CH:12][CH:11]=1)#[N:16]. The catalyst class is: 38.